This data is from Reaction yield outcomes from USPTO patents with 853,638 reactions. The task is: Predict the reaction yield, written as a fraction of the theoretical maximum amount of product (1.0 means a 100% yield; for example, 0.34 means a 34% yield). (1) The reactants are [F:1][C:2]1[CH:3]=[CH:4][C:5]([CH2:8][O:9][C:10]2[CH:15]=[N:14][N:13]([C:16]3[CH:21]=[CH:20][C:19]4[C:22]5[CH2:23][NH:24][CH2:25][CH2:26][C:27]=5[O:28][C:18]=4[CH:17]=3)[C:12](=[O:29])[CH:11]=2)=[N:6][CH:7]=1.[ClH:30].CCOCC. The catalyst is CO. The product is [ClH:30].[F:1][C:2]1[CH:3]=[CH:4][C:5]([CH2:8][O:9][C:10]2[CH:15]=[N:14][N:13]([C:16]3[CH:21]=[CH:20][C:19]4[C:22]5[CH2:23][NH:24][CH2:25][CH2:26][C:27]=5[O:28][C:18]=4[CH:17]=3)[C:12](=[O:29])[CH:11]=2)=[N:6][CH:7]=1. The yield is 0.960. (2) The reactants are [C:1]([C:5]1[C:6]([O:18][CH2:19][O:20][CH3:21])=[C:7](B(O)O)[CH:8]=[C:9]([C:11]([CH3:14])([CH3:13])[CH3:12])[CH:10]=1)([CH3:4])([CH3:3])[CH3:2].[C:22]([C:25]1[S:29][C:28]2[CH:30]=[CH:31][CH:32]=[C:33](I)[C:27]=2[CH:26]=1)(=[O:24])[CH3:23].C(O)C.C([O-])([O-])=O.[Na+].[Na+]. The catalyst is C1(C)C=CC=CC=1.C1C=CC([P]([Pd]([P](C2C=CC=CC=2)(C2C=CC=CC=2)C2C=CC=CC=2)([P](C2C=CC=CC=2)(C2C=CC=CC=2)C2C=CC=CC=2)[P](C2C=CC=CC=2)(C2C=CC=CC=2)C2C=CC=CC=2)(C2C=CC=CC=2)C2C=CC=CC=2)=CC=1. The product is [C:22]([C:25]1[S:29][C:28]2[CH:30]=[CH:31][CH:32]=[C:33]([C:7]3[CH:8]=[C:9]([C:11]([CH3:14])([CH3:13])[CH3:12])[CH:10]=[C:5]([C:1]([CH3:4])([CH3:3])[CH3:2])[C:6]=3[O:18][CH2:19][O:20][CH3:21])[C:27]=2[CH:26]=1)(=[O:24])[CH3:23]. The yield is 0.700. (3) The product is [NH2:7][CH2:8][CH2:9][CH2:10][NH:11][C:12]1[CH:21]=[CH:20][C:19]2[C:14](=[CH:15][C:16]([C:27]3[CH:28]=[CH:29][C:30]([O:33][CH3:34])=[CH:31][CH:32]=3)=[N:17][C:18]=2[NH:22][CH2:23][CH2:24][CH2:25][NH2:26])[N:13]=1. The reactants are C(OC(=O)[NH:7][CH2:8][CH2:9][CH2:10][NH:11][C:12]1[CH:21]=[CH:20][C:19]2[C:14](=[CH:15][C:16]([C:27]3[CH:32]=[CH:31][C:30]([O:33][CH3:34])=[CH:29][CH:28]=3)=[N:17][C:18]=2[NH:22][CH2:23][CH2:24][CH2:25][NH2:26])[N:13]=1)(C)(C)C. The yield is 0.0800. The catalyst is Cl.O1CCOCC1. (4) The reactants are Br[C:2]1[CH:3]=[C:4]([F:15])[C:5]([C:8]2[CH2:12][CH:11]([CH2:13][OH:14])[O:10][N:9]=2)=[N:6][CH:7]=1.[B:16]1([B:16]2[O:20][C:19]([CH3:22])([CH3:21])[C:18]([CH3:24])([CH3:23])[O:17]2)[O:20][C:19]([CH3:22])([CH3:21])[C:18]([CH3:24])([CH3:23])[O:17]1.CC([O-])=O.[K+].CO. The catalyst is O1CCOCC1.C(Cl)Cl. The product is [F:15][C:4]1[C:5]([C:8]2[CH2:12][CH:11]([CH2:13][OH:14])[O:10][N:9]=2)=[N:6][CH:7]=[C:2]([B:16]2[O:20][C:19]([CH3:22])([CH3:21])[C:18]([CH3:24])([CH3:23])[O:17]2)[CH:3]=1. The yield is 0.880. (5) The reactants are [N:1]12[CH2:8][CH2:7][C:4]([C:9]([C:17]3[CH:22]=[CH:21][CH:20]=[CH:19][CH:18]=3)([C:11]3[CH:16]=[CH:15][CH:14]=[CH:13][CH:12]=3)[OH:10])([CH2:5][CH2:6]1)[CH2:3][CH2:2]2.[Br:23][CH2:24][CH2:25][O:26][CH2:27][C:28]1[CH:33]=[CH:32][C:31]([C:34]([CH3:37])([CH3:36])[CH3:35])=[CH:30][CH:29]=1. The catalyst is CC#N.C(Cl)(Cl)Cl. The product is [Br-:23].[CH3:37][C:34]([C:31]1[CH:30]=[CH:29][C:28]([CH2:27][O:26][CH2:25][CH2:24][N+:1]23[CH2:6][CH2:5][C:4]([C:9]([OH:10])([C:17]4[CH:22]=[CH:21][CH:20]=[CH:19][CH:18]=4)[C:11]4[CH:12]=[CH:13][CH:14]=[CH:15][CH:16]=4)([CH2:3][CH2:2]2)[CH2:7][CH2:8]3)=[CH:33][CH:32]=1)([CH3:35])[CH3:36]. The yield is 0.160.